The task is: Regression. Given a peptide amino acid sequence and an MHC pseudo amino acid sequence, predict their binding affinity value. This is MHC class I binding data.. This data is from Peptide-MHC class I binding affinity with 185,985 pairs from IEDB/IMGT. (1) The peptide sequence is TIDGVSKKNI. The MHC is HLA-A02:01 with pseudo-sequence HLA-A02:01. The binding affinity (normalized) is 0. (2) The peptide sequence is PAHKSQLV. The MHC is HLA-A02:03 with pseudo-sequence HLA-A02:03. The binding affinity (normalized) is 0. (3) The peptide sequence is HLMSDNPKA. The MHC is HLA-A68:02 with pseudo-sequence HLA-A68:02. The binding affinity (normalized) is 0.352. (4) The peptide sequence is QLFEAHPNV. The MHC is HLA-A02:01 with pseudo-sequence HLA-A02:01. The binding affinity (normalized) is 0.487. (5) The peptide sequence is TSMSFSCIVI. The MHC is HLA-A68:02 with pseudo-sequence HLA-A68:02. The binding affinity (normalized) is 0.549. (6) The peptide sequence is GMFTNRFGSQ. The MHC is HLA-A11:01 with pseudo-sequence HLA-A11:01. The binding affinity (normalized) is 0. (7) The MHC is HLA-A02:01 with pseudo-sequence HLA-A02:01. The peptide sequence is FLLQRWGGT. The binding affinity (normalized) is 0.167. (8) The peptide sequence is FAGPVSQHNY. The MHC is HLA-B35:01 with pseudo-sequence HLA-B35:01. The binding affinity (normalized) is 0.663. (9) The peptide sequence is NENPGGYCL. The MHC is HLA-B40:01 with pseudo-sequence HLA-B40:01. The binding affinity (normalized) is 0.214. (10) The peptide sequence is ARGETYGRLL. The MHC is HLA-B27:05 with pseudo-sequence HLA-B27:05. The binding affinity (normalized) is 0.542.